This data is from CYP1A2 inhibition data for predicting drug metabolism from PubChem BioAssay. The task is: Regression/Classification. Given a drug SMILES string, predict its absorption, distribution, metabolism, or excretion properties. Task type varies by dataset: regression for continuous measurements (e.g., permeability, clearance, half-life) or binary classification for categorical outcomes (e.g., BBB penetration, CYP inhibition). Dataset: cyp1a2_veith. (1) The molecule is CCCCC(=O)Nc1ccc(C(=O)NNC(=O)CCc2ccccc2)cc1. The result is 0 (non-inhibitor). (2) The compound is Cc1cc(C)n(-c2nc(Nc3ccccc3C)nc(-n3nc(C)cc3C)n2)n1. The result is 0 (non-inhibitor). (3) The molecule is O=C(O)C=C1CCN(c2ncc(C(F)(F)F)cc2Cl)CC1. The result is 0 (non-inhibitor).